Predict the reaction yield, written as a fraction of the theoretical maximum amount of product (1.0 means a 100% yield; for example, 0.34 means a 34% yield). From a dataset of Reaction yield outcomes from USPTO patents with 853,638 reactions. (1) The reactants are [CH2:1]([N:8]([CH2:18][C:19]1[CH:24]=[CH:23][CH:22]=[CH:21][CH:20]=1)[C@H:9]1[CH2:17][O:16][C@H:12]([C:13](O)=[O:14])[CH2:11][CH2:10]1)[C:2]1[CH:7]=[CH:6][CH:5]=[CH:4][CH:3]=1.O[N:26]1C2C=CC=CC=2N=N1.Cl.C(N=C=NCCCN(C)C)C.[Cl-].[NH4+].C(N(CC)C(C)C)(C)C. The catalyst is CN(C)C=O.C(OCC)(=O)C. The product is [CH2:1]([N:8]([CH2:18][C:19]1[CH:24]=[CH:23][CH:22]=[CH:21][CH:20]=1)[C@H:9]1[CH2:17][O:16][C@H:12]([C:13]([NH2:26])=[O:14])[CH2:11][CH2:10]1)[C:2]1[CH:7]=[CH:6][CH:5]=[CH:4][CH:3]=1. The yield is 0.570. (2) The reactants are [CH2:1]1[C:5]2([CH2:10][CH2:9][CH:8]([OH:11])[CH2:7][CH2:6]2)[CH2:4][CH2:3][CH2:2]1.[CH3:12][O:13][C:14]([C:16]1[CH:25]=[CH:24][C:23]2[C:18](=[CH:19][CH:20]=[C:21](O)[CH:22]=2)[CH:17]=1)=[O:15].C1(P(C2C=CC=CC=2)C2C=CC=CC=2)C=CC=CC=1.C1(C)C=CC=CC=1.N(C(OC(C)C)=O)=NC(OC(C)C)=O. The catalyst is C(Cl)Cl. The product is [CH2:1]1[C:5]2([CH2:10][CH2:9][CH:8]([O:11][C:21]3[CH:22]=[C:23]4[C:18](=[CH:19][CH:20]=3)[CH:17]=[C:16]([C:14]([O:13][CH3:12])=[O:15])[CH:25]=[CH:24]4)[CH2:7][CH2:6]2)[CH2:4][CH2:3][CH2:2]1. The yield is 0.610. (3) The reactants are [C:1]([O:5][C:6]([NH:8][CH2:9][CH2:10][CH2:11][C:12]([O:14]CC)=[O:13])=[O:7])([CH3:4])([CH3:3])[CH3:2]. The catalyst is C1COCC1.O.O. The product is [C:1]([O:5][C:6]([NH:8][CH2:9][CH2:10][CH2:11][C:12]([OH:14])=[O:13])=[O:7])([CH3:4])([CH3:2])[CH3:3]. The yield is 1.00.